This data is from Forward reaction prediction with 1.9M reactions from USPTO patents (1976-2016). The task is: Predict the product of the given reaction. Given the reactants [CH3:1][O:2][C:3](=[O:27])[C@@H:4]([NH:8][S:9]([C:11]1[CH:16]=[CH:15][C:14]([C:17]#[C:18][C:19]2[CH:24]=[CH:23][C:22]([CH:25]=O)=[CH:21][CH:20]=2)=[CH:13][CH:12]=1)=[O:10])[C@H:5]([OH:7])[CH3:6].[NH:28]1[CH2:33][CH2:32][O:31][CH2:30][CH2:29]1.[BH-](OC(C)=O)(OC(C)=O)OC(C)=O.[Na+], predict the reaction product. The product is: [CH3:1][O:2][C:3](=[O:27])[C@@H:4]([NH:8][S:9]([C:11]1[CH:16]=[CH:15][C:14]([C:17]#[C:18][C:19]2[CH:24]=[CH:23][C:22]([CH2:25][N:28]3[CH2:33][CH2:32][O:31][CH2:30][CH2:29]3)=[CH:21][CH:20]=2)=[CH:13][CH:12]=1)=[O:10])[C@H:5]([OH:7])[CH3:6].